Dataset: Full USPTO retrosynthesis dataset with 1.9M reactions from patents (1976-2016). Task: Predict the reactants needed to synthesize the given product. (1) Given the product [CH2:24]([O:21][CH2:20][C:18]1[CH:17]=[N:16][N:15]([CH:12]2[CH2:13][CH2:14][N:9]([C:6]3[N:5]=[CH:4][C:3]([C:2]([F:1])([F:22])[F:23])=[CH:8][N:7]=3)[CH2:10][CH2:11]2)[N:19]=1)[C:25]1[CH:30]=[CH:29][CH:28]=[CH:27][CH:26]=1, predict the reactants needed to synthesize it. The reactants are: [F:1][C:2]([F:23])([F:22])[C:3]1[CH:4]=[N:5][C:6]([N:9]2[CH2:14][CH2:13][CH:12]([N:15]3[N:19]=[C:18]([CH2:20][OH:21])[CH:17]=[N:16]3)[CH2:11][CH2:10]2)=[N:7][CH:8]=1.[CH2:24](O)[C:25]1[CH:30]=[CH:29][CH:28]=[CH:27][CH:26]=1. (2) Given the product [N:11]1([C:5]2[CH:4]=[CH:3][C:2]([CH3:1])=[CH:10][C:6]=2[C:7]([OH:9])=[O:8])[CH:19]=[CH:20][N:16]=[CH:17]1, predict the reactants needed to synthesize it. The reactants are: [CH3:1][C:2]1[CH:3]=[CH:4][C:5]([N:11]2N=CC=N2)=[C:6]([CH:10]=1)[C:7]([OH:9])=[O:8].[NH:16]1[CH:20]=[CH:19]N=[CH:17]1. (3) Given the product [OH:30]/[N:29]=[C:17]1/[C:43](=[O:46])[C@@H:15]2[C@@H:25]([C@:23]3([CH3:24])[C:18]/1=[CH:19][C:20](=[O:39])[CH2:21][CH2:22]3)[CH2:26][CH2:27][C@@:4]1([CH3:5])[C@H:6]2[CH2:7][CH2:8][CH2:3]1, predict the reactants needed to synthesize it. The reactants are: C1CO[C:8]23OCCO[C:3]2([C@:4]2([CH2:27][CH2:26][C@H:25]4[C@@H:15](C/[C:17](=[N:29]\[OH:30])/[C@:18]5(O)[C@:23]4([CH3:24])[CH2:22][CH2:21][CH2:20][CH2:19]5)[C@@H:6]2[CH2:7]3)[CH3:5])O1.CC1C=CC(S(O)(=O)=[O:39])=CC=1.O.[C:43]([O-:46])(O)=O.[Na+]. (4) Given the product [O:16]1[CH2:17][CH2:20][CH2:19][CH2:18][N:15]1[C:7]1[N:6]=[C:5]([NH:4][CH2:1][CH2:2][CH3:3])[N:10]=[C:9]([NH:11][CH2:12][CH2:13][CH3:14])[N:8]=1, predict the reactants needed to synthesize it. The reactants are: [CH2:1]([NH:4][C:5]1[N:10]=[C:9]([NH:11][CH2:12][CH2:13][CH3:14])[N:8]=[C:7]([N:15]([CH3:18])[O:16][CH3:17])[N:6]=1)[CH2:2][CH3:3].[CH2:19](N(C(C)C)C(C)C)[CH3:20].Cl.O1CCCCN1.C([O-])(O)=O.[Na+]. (5) The reactants are: [CH2:1]([C:3]([CH3:5])=O)[CH3:2].[N:6]1[CH:11]=[CH:10][CH:9]=[CH:8][CH:7]=1. Given the product [CH2:11]([NH2:6])[CH2:10][CH2:9][CH2:8][CH2:7][CH2:2][CH2:1][CH2:3][CH2:5][CH2:2][CH2:1][CH2:3][CH2:5][CH2:7][CH2:8][CH2:9][CH2:10][CH3:11], predict the reactants needed to synthesize it. (6) Given the product [P:28]([O:21][C:19]1[C:18]2[C:13](=[CH:14][C:15]3[O:24][CH2:23][O:22][C:16]=3[CH:17]=2)[N:12]=[C:11]([C:1]2[C:10]3[CH:9]=[CH:16][CH:17]=[CH:18][C:19]=3[O:21][CH:2]=2)[CH:20]=1)([O:27][CH2:57][C:58]1[CH:59]=[CH:60][CH:61]=[CH:62][CH:63]=1)([O:29][CH2:30][C:31]1[CH:32]=[CH:33][CH:34]=[CH:35][CH:36]=1)=[O:37], predict the reactants needed to synthesize it. The reactants are: [C:1]1([C:11]2[CH2:20][C:19](=[O:21])[C:18]3[C:13](=[CH:14][C:15]4[O:24][CH2:23][O:22][C:16]=4[CH:17]=3)[N:12]=2)[C:10]2C(=CC=C[CH:9]=2)C=C[CH:2]=1.[H-].[Na+].[O:27]([CH2:57][C:58]1[CH:63]=[CH:62][CH:61]=[CH:60][CH:59]=1)[P:28](O[P:28]([O:29][CH2:30][C:31]1[CH:36]=[CH:35][CH:34]=[CH:33][CH:32]=1)([O:27][CH2:57][C:58]1[CH:63]=[CH:62][CH:61]=[CH:60][CH:59]=1)=[O:37])(=[O:37])[O:29][CH2:30][C:31]1[CH:36]=[CH:35][CH:34]=[CH:33][CH:32]=1. (7) Given the product [ClH:20].[F:19][CH:2]([F:1])[C:3]1[CH:4]=[C:5]([C:21]2[CH:22]=[C:23]([CH2:27][N:28]3[CH:32]=[CH:31][N:30]=[C:29]3[CH3:33])[N:24]=[N:25][CH:26]=2)[CH:6]=[CH:7][C:8]=1[F:9], predict the reactants needed to synthesize it. The reactants are: [F:1][CH:2]([F:19])[C:3]1[CH:4]=[C:5](B2OC(C)(C)C(C)(C)O2)[CH:6]=[CH:7][C:8]=1[F:9].[Cl:20][C:21]1[CH:22]=[C:23]([CH2:27][N:28]2[CH:32]=[CH:31][N:30]=[C:29]2[CH3:33])[N:24]=[N:25][CH:26]=1. (8) Given the product [NH3:4].[CH3:31][O:30][CH2:29][CH2:28][CH2:27][CH2:26][N:4]1[CH2:5][CH2:6][C:7]([CH3:19])([C:8]2[CH:13]=[CH:12][CH:11]=[C:10]([C:14]3[N:15]=[N:16][NH:17][CH:18]=3)[CH:9]=2)[CH:2]([CH3:1])[CH2:3]1, predict the reactants needed to synthesize it. The reactants are: [CH3:1][CH:2]1[C:7]([CH3:19])([C:8]2[CH:13]=[CH:12][CH:11]=[C:10]([C:14]3[N:15]=[N:16][NH:17][CH:18]=3)[CH:9]=2)[CH2:6][CH2:5][NH:4][CH2:3]1.C(=O)([O-])O.[Na+].I[CH2:26][CH2:27][CH2:28][CH2:29][O:30][CH3:31].